From a dataset of Catalyst prediction with 721,799 reactions and 888 catalyst types from USPTO. Predict which catalyst facilitates the given reaction. (1) Reactant: [C:1]([C:5]1[CH:10]=[CH:9][C:8]([S:11][C:12]2[C:49]3[C:16](=[CH:17][C:18]4[C:19](=[O:119])[C:20]5[C:45]([C:46](=[O:50])[C:47]=4[CH:48]=3)=[CH:44][C:43]3[C:22](=[C:23]([S:108][C:109]4[CH:114]=[CH:113][C:112]([C:115]([CH3:118])([CH3:117])[CH3:116])=[CH:111][CH:110]=4)[C:24]4[C:41]([C:42]=3[S:51][C:52]3[CH:57]=[CH:56][C:55]([C:58]([CH3:61])([CH3:60])[CH3:59])=[CH:54][CH:53]=3)=[CH:40][C:39]3[C:38](=[O:62])[C:37]6[C:28](=[CH:29][C:30]7[C:35]([CH:36]=6)=[C:34]([S:63][C:64]6[CH:69]=[CH:68][C:67]([C:70]([CH3:73])([CH3:72])[CH3:71])=[CH:66][CH:65]=6)[C:33]([S:74][C:75]6[CH:80]=[CH:79][C:78]([C:81]([CH3:84])([CH3:83])[CH3:82])=[CH:77][CH:76]=6)=[C:32]([S:85][C:86]6[CH:91]=[CH:90][C:89]([C:92]([CH3:95])([CH3:94])[CH3:93])=[CH:88][CH:87]=6)[C:31]=7[S:96][C:97]6[CH:102]=[CH:101][C:100]([C:103]([CH3:106])([CH3:105])[CH3:104])=[CH:99][CH:98]=6)[C:27](=[O:107])[C:26]=3[CH:25]=4)[CH:21]=5)[C:15]([S:120][C:121]3[CH:126]=[CH:125][C:124]([C:127]([CH3:130])([CH3:129])[CH3:128])=[CH:123][CH:122]=3)=[C:14]([S:131][C:132]3[CH:137]=[CH:136][C:135]([C:138]([CH3:141])([CH3:140])[CH3:139])=[CH:134][CH:133]=3)[C:13]=2[S:142][C:143]2[CH:148]=[CH:147][C:146]([C:149]([CH3:152])([CH3:151])[CH3:150])=[CH:145][CH:144]=2)=[CH:7][CH:6]=1)([CH3:4])([CH3:3])[CH3:2].[BH4-].[Na+]. Product: [C:1]([C:5]1[CH:6]=[CH:7][C:8]([S:11][C:12]2[C:49]3[C:16](=[CH:17][C:18]4[CH:19]([OH:119])[C:20]5[C:45]([CH:46]([OH:50])[C:47]=4[CH:48]=3)=[CH:44][C:43]3[C:22](=[C:23]([S:108][C:109]4[CH:110]=[CH:111][C:112]([C:115]([CH3:116])([CH3:117])[CH3:118])=[CH:113][CH:114]=4)[C:24]4[C:41]([C:42]=3[S:51][C:52]3[CH:53]=[CH:54][C:55]([C:58]([CH3:59])([CH3:60])[CH3:61])=[CH:56][CH:57]=3)=[CH:40][C:39]3[CH:38]([OH:62])[C:37]6[C:28](=[CH:29][C:30]7[C:35]([CH:36]=6)=[C:34]([S:63][C:64]6[CH:65]=[CH:66][C:67]([C:70]([CH3:71])([CH3:72])[CH3:73])=[CH:68][CH:69]=6)[C:33]([S:74][C:75]6[CH:80]=[CH:79][C:78]([C:81]([CH3:82])([CH3:83])[CH3:84])=[CH:77][CH:76]=6)=[C:32]([S:85][C:86]6[CH:91]=[CH:90][C:89]([C:92]([CH3:95])([CH3:94])[CH3:93])=[CH:88][CH:87]=6)[C:31]=7[S:96][C:97]6[CH:102]=[CH:101][C:100]([C:103]([CH3:106])([CH3:105])[CH3:104])=[CH:99][CH:98]=6)[CH:27]([OH:107])[C:26]=3[CH:25]=4)[CH:21]=5)[C:15]([S:120][C:121]3[CH:122]=[CH:123][C:124]([C:127]([CH3:130])([CH3:129])[CH3:128])=[CH:125][CH:126]=3)=[C:14]([S:131][C:132]3[CH:137]=[CH:136][C:135]([C:138]([CH3:141])([CH3:140])[CH3:139])=[CH:134][CH:133]=3)[C:13]=2[S:142][C:143]2[CH:148]=[CH:147][C:146]([C:149]([CH3:152])([CH3:151])[CH3:150])=[CH:145][CH:144]=2)=[CH:9][CH:10]=1)([CH3:2])([CH3:3])[CH3:4]. The catalyst class is: 1. (2) Reactant: [CH3:1][C:2]1[C:35]([N:36]2[C:40]3[CH:41]=[CH:42][CH:43]=[CH:44][C:39]=3[N:38]=[C:37]2[CH3:45])=[CH:34][CH:33]=[CH:32][C:3]=1[CH2:4][N:5](S(C1C=CC=CC=1[N+]([O-])=O)(=O)=O)[C:6]1[CH:19]=[CH:18][C:9]2[C@H:10]([CH2:13][C:14]([O:16][CH3:17])=[O:15])[CH2:11][O:12][C:8]=2[CH:7]=1.[OH-].[Li+].SCC(O)=O. Product: [CH3:1][C:2]1[C:35]([N:36]2[C:40]3[CH:41]=[CH:42][CH:43]=[CH:44][C:39]=3[N:38]=[C:37]2[CH3:45])=[CH:34][CH:33]=[CH:32][C:3]=1[CH2:4][NH:5][C:6]1[CH:19]=[CH:18][C:9]2[C@H:10]([CH2:13][C:14]([O:16][CH3:17])=[O:15])[CH2:11][O:12][C:8]=2[CH:7]=1. The catalyst class is: 391. (3) Reactant: [CH3:1][C@H:2]1[CH2:6][C@H:5]([CH2:7][N:8]2[C:16]3[C:11](=[CH:12][C:13]([C:17]4[CH:18]=[N:19][N:20](C5CCCCO5)[CH:21]=4)=[CH:14][CH:15]=3)[CH:10]=[N:9]2)[CH2:4][N:3]1[C:28](=[O:37])[CH2:29][CH2:30][C:31]1[CH:36]=[CH:35][CH:34]=[CH:33][CH:32]=1.C1(C)C=CC(S(O)(=O)=O)=CC=1.C(=O)(O)[O-].[Na+]. Product: [NH:19]1[CH:18]=[C:17]([C:13]2[CH:12]=[C:11]3[C:16](=[CH:15][CH:14]=2)[N:8]([CH2:7][C@@H:5]2[CH2:4][N:3]([C:28](=[O:37])[CH2:29][CH2:30][C:31]4[CH:32]=[CH:33][CH:34]=[CH:35][CH:36]=4)[C@@H:2]([CH3:1])[CH2:6]2)[N:9]=[CH:10]3)[CH:21]=[N:20]1. The catalyst class is: 138. (4) Reactant: [NH2:1][C:2]1[CH:3]=[C:4]([NH:8][C:9](=[O:15])[O:10][C:11]([CH3:14])([CH3:13])[CH3:12])[CH:5]=[CH:6][CH:7]=1.[CH3:16][N:17]([CH3:22])[CH2:18][C:19](O)=[O:20].Cl.C(N=C=NCCCN(C)C)C. Product: [CH3:16][N:17]([CH3:22])[CH2:18][C:19]([NH:1][C:2]1[CH:3]=[C:4]([NH:8][C:9](=[O:15])[O:10][C:11]([CH3:12])([CH3:14])[CH3:13])[CH:5]=[CH:6][CH:7]=1)=[O:20]. The catalyst class is: 119. (5) The catalyst class is: 4. Reactant: [CH3:1][N:2]([CH3:24])[S:3]([N:6]1[C:10]([CH:11]([C:13]2[CH:22]=[CH:21][C:16]3[O:17][CH2:18][CH2:19][O:20][C:15]=3[CH:14]=2)O)=[C:9]([CH3:23])[N:8]=[CH:7]1)(=[O:5])=[O:4].C([SiH](CC)CC)C.FC(F)(F)C(O)=O. Product: [CH3:24][N:2]([CH3:1])[S:3]([N:6]1[C:10]([CH2:11][C:13]2[CH:22]=[CH:21][C:16]3[O:17][CH2:18][CH2:19][O:20][C:15]=3[CH:14]=2)=[C:9]([CH3:23])[N:8]=[CH:7]1)(=[O:4])=[O:5]. (6) Reactant: [C:1]([O:5][C:6]([NH:8][CH:9]1[CH2:14][CH2:13][N:12]([CH2:15][C:16]2[CH:21]=[CH:20][C:19](B(O)O)=[CH:18][CH:17]=2)[CH2:11][CH2:10]1)=[O:7])([CH3:4])([CH3:3])[CH3:2].[OH:25][C:26]1[N:31]=[CH:30][C:29]([C:32]([O:34][CH2:35][CH3:36])=[O:33])=[CH:28][CH:27]=1.N1C=CC=CC=1. Product: [C:1]([O:5][C:6]([NH:8][CH:9]1[CH2:14][CH2:13][N:12]([CH2:15][C:16]2[CH:21]=[CH:20][C:19]([N:31]3[C:26](=[O:25])[CH:27]=[CH:28][C:29]([C:32]([O:34][CH2:35][CH3:36])=[O:33])=[CH:30]3)=[CH:18][CH:17]=2)[CH2:11][CH2:10]1)=[O:7])([CH3:4])([CH3:3])[CH3:2]. The catalyst class is: 302.